Predict the reactants needed to synthesize the given product. From a dataset of Full USPTO retrosynthesis dataset with 1.9M reactions from patents (1976-2016). (1) Given the product [CH:38]([C:5]1[S:4]/[C:3](=[N:21]\[CH3:22])/[N:2]([CH3:1])[C:6]=1[CH2:7][N:8]1[CH2:9][CH2:10][N:11]([C:14]([O:16][C:17]([CH3:18])([CH3:19])[CH3:20])=[O:15])[CH2:12][CH2:13]1)=[O:39], predict the reactants needed to synthesize it. The reactants are: [CH3:1][N:2]1[C:6]([CH2:7][N:8]2[CH2:13][CH2:12][N:11]([C:14]([O:16][C:17]([CH3:20])([CH3:19])[CH3:18])=[O:15])[CH2:10][CH2:9]2)=[CH:5][S:4]/[C:3]/1=[N:21]\[CH3:22].C([Li])CCC.CCCCCC.[Cl-].[NH4+].C1C[O:39][CH2:38]C1. (2) Given the product [O:1]([C:8]1[CH:9]=[C:10]2[C:20](=[CH:21][CH:22]=1)[O:19][C:13]1([CH2:18][CH2:17][CH2:16][O:15][CH2:14]1)[CH2:12]/[C:11]/2=[N:37]\[C:36]#[N:35])[C:2]1[CH:7]=[CH:6][CH:5]=[CH:4][CH:3]=1, predict the reactants needed to synthesize it. The reactants are: [O:1]([C:8]1[CH:9]=[C:10]2[C:20](=[CH:21][CH:22]=1)[O:19][C:13]1([CH2:18][CH2:17][CH2:16][O:15][CH2:14]1)[CH2:12][C:11]2=O)[C:2]1[CH:7]=[CH:6][CH:5]=[CH:4][CH:3]=1.C(N(CC)CC)C.C[Si]([N:35]=[C:36]=[N:37][Si](C)(C)C)(C)C.